Task: Predict the reaction yield, written as a fraction of the theoretical maximum amount of product (1.0 means a 100% yield; for example, 0.34 means a 34% yield).. Dataset: Reaction yield outcomes from USPTO patents with 853,638 reactions The reactants are [CH3:1][N:2]1[C:7](=[O:8])[C:6]([NH:9][C:10]2[CH:15]=[CH:14][N:13]=[CH:12][N:11]=2)=[CH:5][C:4]([C:16]2[C:21]([CH:22]=[O:23])=[C:20]([N:24]3[CH2:35][CH2:34][C:33]4[C:32]5[CH2:31][C:30]([CH3:37])([CH3:36])[CH2:29][C:28]=5[S:27][C:26]=4[C:25]3=[O:38])[N:19]=[CH:18][CH:17]=2)=[CH:3]1.[BH4-].[Na+]. The catalyst is CO. The product is [OH:23][CH2:22][C:21]1[C:20]([N:24]2[CH2:35][CH2:34][C:33]3[C:32]4[CH2:31][C:30]([CH3:36])([CH3:37])[CH2:29][C:28]=4[S:27][C:26]=3[C:25]2=[O:38])=[N:19][CH:18]=[CH:17][C:16]=1[C:4]1[CH:5]=[C:6]([NH:9][C:10]2[CH:15]=[CH:14][N:13]=[CH:12][N:11]=2)[C:7](=[O:8])[N:2]([CH3:1])[CH:3]=1. The yield is 0.440.